From a dataset of Reaction yield outcomes from USPTO patents with 853,638 reactions. Predict the reaction yield, written as a fraction of the theoretical maximum amount of product (1.0 means a 100% yield; for example, 0.34 means a 34% yield). (1) The reactants are [CH3:1][C:2]1[C:6]([CH3:7])=[C:5]([NH:8][C:9](=[O:16])OCC(Cl)(Cl)Cl)[O:4][N:3]=1.[F:17][C:18]1[CH:23]=[C:22]([F:24])[CH:21]=[CH:20][C:19]=1[C:25]1[N:30]=[C:29]([N:31]2[CH2:36][CH2:35][NH:34][CH2:33][CH2:32]2)[CH:28]=[CH:27][N:26]=1.C(N(C(C)C)CC)(C)C.O. The catalyst is CS(C)=O. The product is [F:17][C:18]1[CH:23]=[C:22]([F:24])[CH:21]=[CH:20][C:19]=1[C:25]1[N:30]=[C:29]([N:31]2[CH2:36][CH2:35][N:34]([C:9]([NH:8][C:5]3[O:4][N:3]=[C:2]([CH3:1])[C:6]=3[CH3:7])=[O:16])[CH2:33][CH2:32]2)[CH:28]=[CH:27][N:26]=1. The yield is 0.240. (2) The reactants are [CH2:1]([CH:8]1[C:15]2[CH:14]=[C:13]([C:16]([O:18]C)=[O:17])[NH:12][C:11]=2[CH2:10][CH2:9]1)[C:2]1[CH:7]=[CH:6][CH:5]=[CH:4][CH:3]=1.O.[OH-].[Li+]. No catalyst specified. The product is [CH2:1]([CH:8]1[C:15]2[CH:14]=[C:13]([C:16]([OH:18])=[O:17])[NH:12][C:11]=2[CH2:10][CH2:9]1)[C:2]1[CH:7]=[CH:6][CH:5]=[CH:4][CH:3]=1. The yield is 0.810.